Dataset: Forward reaction prediction with 1.9M reactions from USPTO patents (1976-2016). Task: Predict the product of the given reaction. (1) The product is: [NH2:9][CH:10]1[CH:30]([C:31]2[CH:32]=[C:33]([CH3:37])[CH:34]=[CH:35][CH:36]=2)[CH2:29][N:13]2[CH2:14][CH2:15][C:16]3[C:21]([CH:12]2[CH2:11]1)=[CH:20][CH:19]=[C:18]([O:22][CH3:23])[C:17]=3[O:24][CH2:25][C:26]([NH2:28])=[O:27]. Given the reactants C(O/[N:9]=[C:10]1\[CH2:11][C@H:12]2[C:21]3[C:16](=[C:17]([O:24][CH2:25][C:26]([NH2:28])=[O:27])[C:18]([O:22][CH3:23])=[CH:19][CH:20]=3)[CH2:15][CH2:14][N:13]2[CH2:29][C@@H:30]\1[C:31]1[CH:32]=[C:33]([CH3:37])[CH:34]=[CH:35][CH:36]=1)C1C=CC=CC=1.C(O)C.[NH4+].[OH-], predict the reaction product. (2) Given the reactants [C:1]([O:5][C:6](=[O:36])[CH2:7][CH:8]([NH:13][C:14](=[O:35])[CH:15]([CH2:19][C:20]([N:22]1[C:34]2[CH:33]=[CH:32][CH:31]=[CH:30][C:29]=2[C:28]2[C:23]1=[CH:24][CH:25]=[CH:26][CH:27]=2)=[O:21])[CH2:16][CH2:17][CH3:18])[CH:9]([OH:12])[CH2:10][F:11])([CH3:4])([CH3:3])[CH3:2].CC(OI1(OC(C)=O)(OC(C)=O)OC(=O)C2C1=CC=CC=2)=O, predict the reaction product. The product is: [C:1]([O:5][C:6](=[O:36])[CH2:7][CH:8]([NH:13][C:14](=[O:35])[CH:15]([CH2:19][C:20]([N:22]1[C:34]2[CH:33]=[CH:32][CH:31]=[CH:30][C:29]=2[C:28]2[C:23]1=[CH:24][CH:25]=[CH:26][CH:27]=2)=[O:21])[CH2:16][CH2:17][CH3:18])[C:9](=[O:12])[CH2:10][F:11])([CH3:2])([CH3:3])[CH3:4]. (3) Given the reactants [NH2:1][C:2]1[NH:6][N:5]=[C:4]([NH:7][C:8]2[CH:13]=[CH:12][C:11]([N:14]3[CH2:19][CH2:18][CH:17]([N:20]([CH3:22])[CH3:21])[CH2:16][CH2:15]3)=[CH:10][CH:9]=2)[C:3]=1[C:23]([NH2:25])=[O:24].[CH3:26][C:27]1[CH:28]=[C:29]([CH:32]=[C:33]([CH3:36])[C:34]=1[OH:35])[CH:30]=O.[BH4-].[Na+].O, predict the reaction product. The product is: [CH3:22][N:20]([CH3:21])[CH:17]1[CH2:16][CH2:15][N:14]([C:11]2[CH:12]=[CH:13][C:8]([NH:7][C:4]3[C:3]([C:23]([NH2:25])=[O:24])=[C:2]([NH:1][CH2:30][C:29]4[CH:32]=[C:33]([CH3:36])[C:34]([OH:35])=[C:27]([CH3:26])[CH:28]=4)[NH:6][N:5]=3)=[CH:9][CH:10]=2)[CH2:19][CH2:18]1. (4) The product is: [C:5]1([O:4][C:2](=[O:3])[NH:11][C:12]2[CH:19]=[C:18]([O:20][CH2:21][C:22]3[S:23][CH:24]=[CH:25][CH:26]=3)[C:15]([C:16]#[N:17])=[CH:14][N:13]=2)[CH:10]=[CH:9][CH:8]=[CH:7][CH:6]=1. Given the reactants Cl[C:2]([O:4][C:5]1[CH:10]=[CH:9][CH:8]=[CH:7][CH:6]=1)=[O:3].[NH2:11][C:12]1[CH:19]=[C:18]([O:20][CH2:21][C:22]2[S:23][CH:24]=[CH:25][CH:26]=2)[C:15]([C:16]#[N:17])=[CH:14][N:13]=1.N1C=CC=CC=1, predict the reaction product. (5) The product is: [CH2:8]([O:7][C:5]([C:4]1[CH:10]=[C:11]([CH3:22])[C:12]([B:13]([OH:17])[OH:14])=[C:2]([CH3:1])[CH:3]=1)=[O:6])[CH3:9]. Given the reactants [CH3:1][C:2]1[CH:3]=[C:4]([CH:10]=[C:11]([CH3:22])[C:12]=1[B:13]1[O:17]C(C)(C)C(C)(C)[O:14]1)[C:5]([O:7][CH2:8][CH3:9])=[O:6].C(O)(=O)C.O.O1CCOCC1, predict the reaction product. (6) Given the reactants N#N.[CH3:3][C:4]1[O:5][C:6]([C:12]2[CH:13]=[C:14]([CH3:18])[CH:15]=[CH:16][CH:17]=2)=[C:7]([C:9]([OH:11])=O)[N:8]=1.C1C=CC2N(O)N=NC=2C=1.C(Cl)CCl.[C:33]([Si:37]([CH3:54])([CH3:53])[O:38][CH:39]([C:41]1[O:42][C:43]([CH2:46][N:47]2[N:51]=[C:50]([NH2:52])[CH:49]=[N:48]2)=[CH:44][N:45]=1)[CH3:40])([CH3:36])([CH3:35])[CH3:34], predict the reaction product. The product is: [C:33]([Si:37]([CH3:54])([CH3:53])[O:38][CH:39]([C:41]1[O:42][C:43]([CH2:46][N:47]2[N:51]=[C:50]([NH:52][C:9]([C:7]3[N:8]=[C:4]([CH3:3])[O:5][C:6]=3[C:12]3[CH:13]=[C:14]([CH3:18])[CH:15]=[CH:16][CH:17]=3)=[O:11])[CH:49]=[N:48]2)=[CH:44][N:45]=1)[CH3:40])([CH3:36])([CH3:35])[CH3:34]. (7) Given the reactants [CH2:1]([N:5]1[CH2:9][CH2:8][CH2:7][CH2:6]1)[CH2:2][CH2:3][CH3:4].[CH3:10][O:11][C:12](=[O:17])[C:13]([O:15]C)=[O:14], predict the reaction product. The product is: [CH2:1]([N+:5]1([CH3:10])[CH2:9][CH2:8][CH2:7][CH2:6]1)[CH2:2][CH2:3][CH3:4].[CH3:10][O:11][C:12](=[O:17])[C:13]([O-:15])=[O:14].